From a dataset of Catalyst prediction with 721,799 reactions and 888 catalyst types from USPTO. Predict which catalyst facilitates the given reaction. Reactant: [CH:1]([C:3]1[S:7][C:6]([NH:8][CH2:9][CH2:10][CH2:11][NH:12][C:13](=[O:46])[C@H:14]([CH3:45])[NH:15][C:16](=[O:44])[C@H:17]([CH3:43])[NH:18][C:19](=[O:42])[C@H:20]([CH3:41])[NH:21][C:22](=[O:40])[C@@H:23]([NH:32][C:33](=[O:39])[O:34][C:35]([CH3:38])([CH3:37])[CH3:36])[CH2:24][C:25]2[CH:30]=[CH:29][C:28]([OH:31])=[CH:27][CH:26]=2)=[N:5][CH:4]=1)=[O:2].[BH4-].[Na+]. Product: [OH:2][CH2:1][C:3]1[S:7][C:6]([NH:8][CH2:9][CH2:10][CH2:11][NH:12][C:13](=[O:46])[C@H:14]([CH3:45])[NH:15][C:16](=[O:44])[C@H:17]([CH3:43])[NH:18][C:19](=[O:42])[C@H:20]([CH3:41])[NH:21][C:22](=[O:40])[C@@H:23]([NH:32][C:33](=[O:39])[O:34][C:35]([CH3:36])([CH3:38])[CH3:37])[CH2:24][C:25]2[CH:26]=[CH:27][C:28]([OH:31])=[CH:29][CH:30]=2)=[N:5][CH:4]=1. The catalyst class is: 88.